Dataset: Full USPTO retrosynthesis dataset with 1.9M reactions from patents (1976-2016). Task: Predict the reactants needed to synthesize the given product. (1) Given the product [N:10]([CH2:13][CH:14]1[O:18][C:17](=[O:19])[N:16]([CH2:20][C:21]([OH:22])([CH3:23])[CH2:24][N:3]2[CH:4]=[C:5]([N+:7]([O-:9])=[O:8])[N:6]=[C:2]2[Cl:1])[CH2:15]1)=[N+:11]=[N-:12], predict the reactants needed to synthesize it. The reactants are: [Cl:1][C:2]1[NH:3][CH:4]=[C:5]([N+:7]([O-:9])=[O:8])[N:6]=1.[N:10]([CH2:13][CH:14]1[O:18][C:17](=[O:19])[N:16]([CH2:20][C:21]2([CH3:24])[CH2:23][O:22]2)[CH2:15]1)=[N+:11]=[N-:12].C([O-])(=O)C.[Na+]. (2) Given the product [O:25]=[C:24]1[N:23]([CH:26]2[CH2:30][CH2:29][N:28]([C:31]([O:33][C:34]([CH3:37])([CH3:35])[CH3:36])=[O:32])[CH2:27]2)[CH2:22][C:14]2[C:15]3[CH:16]=[N:17][NH:18][C:19]=3[CH:20]=[CH:21][C:13]=2[CH2:12][C@H:11]1[NH:51][C:49]([N:69]1[CH2:70][CH2:71][CH:72]([N:75]2[CH2:84][C:83]3[C:78](=[CH:79][CH:80]=[CH:81][CH:82]=3)[NH:77][C:76]2=[O:85])[CH2:73][CH2:74]1)=[O:50], predict the reactants needed to synthesize it. The reactants are: C(OC([C@H:11]1[C:24](=[O:25])[N:23]([CH:26]2[CH2:30][CH2:29][N:28]([C:31]([O:33][C:34]([CH3:37])([CH3:36])[CH3:35])=[O:32])[CH2:27]2)[CH2:22][C:14]2[C:15]3[CH:16]=[N:17][NH:18][C:19]=3[CH:20]=[CH:21][C:13]=2[CH2:12]1)=O)C1C=CC=CC=1.[H][H].C(N(CC)CC)C.C1C(=O)[N:51](OC(ON2C(=O)CCC2=O)=O)[C:49](=[O:50])C1.C(O)(=O)C.[NH:69]1[CH2:74][CH2:73][CH:72]([N:75]2[CH2:84][C:83]3[C:78](=[CH:79][CH:80]=[CH:81][CH:82]=3)[NH:77][C:76]2=[O:85])[CH2:71][CH2:70]1. (3) Given the product [Br:1][C:2]1[C:3]([O:30][CH2:31][O:32][CH3:33])=[CH:4][C:5]([O:26][CH2:27][O:28][CH3:29])=[C:6]([C:8]2[N:9]([C:14]3[CH:19]=[CH:18][C:17]([N:20]4[CH2:25][CH2:24][O:23][CH2:22][CH2:21]4)=[CH:16][CH:15]=3)[C:10]([S:13][CH3:34])=[N:11][N:12]=2)[CH:7]=1, predict the reactants needed to synthesize it. The reactants are: [Br:1][C:2]1[C:3]([O:30][CH2:31][O:32][CH3:33])=[CH:4][C:5]([O:26][CH2:27][O:28][CH3:29])=[C:6]([C:8]2[N:9]([C:14]3[CH:19]=[CH:18][C:17]([N:20]4[CH2:25][CH2:24][O:23][CH2:22][CH2:21]4)=[CH:16][CH:15]=3)[C:10](=[S:13])[NH:11][N:12]=2)[CH:7]=1.[C:34](=O)([O-])[O-].[K+].[K+].CI. (4) Given the product [C:40]([C:44]1[CH:49]=[CH:48][CH:47]=[CH:46][C:45]=1[NH:50][C:51]([O:1][CH:2]1[CH2:20][CH:19]2[N:4]([C:5](=[O:39])[CH:6]([NH:31][C:32]([O:34][C:35]([CH3:36])([CH3:38])[CH3:37])=[O:33])[CH2:7][CH2:8][CH2:9][O:10][CH2:11][CH:12]=[CH:13][CH:14]3[C:16]([C:22]([NH:24][S:25]([CH:28]4[CH2:29][CH2:30]4)(=[O:26])=[O:27])=[O:23])([NH:17][C:18]2=[O:21])[CH2:15]3)[CH2:3]1)=[O:52])([O:42][CH3:43])=[O:41], predict the reactants needed to synthesize it. The reactants are: [OH:1][CH:2]1[CH2:20][CH:19]2[N:4]([C:5](=[O:39])[CH:6]([NH:31][C:32]([O:34][C:35]([CH3:38])([CH3:37])[CH3:36])=[O:33])[CH2:7][CH2:8][CH2:9][O:10][CH2:11][CH:12]=[CH:13][CH:14]3[C:16]([C:22]([NH:24][S:25]([CH:28]4[CH2:30][CH2:29]4)(=[O:27])=[O:26])=[O:23])([NH:17][C:18]2=[O:21])[CH2:15]3)[CH2:3]1.[C:40]([C:44]1[CH:49]=[CH:48][CH:47]=[CH:46][C:45]=1[N:50]=[C:51]=[O:52])([O:42][CH3:43])=[O:41]. (5) Given the product [F:30][C:27]([F:29])([F:28])[C:25]1[CH:24]=[C:6]([CH:5]=[C:4]([C:3]([F:2])([F:31])[F:32])[CH:26]=1)[C:7]([N:9]1[CH2:14][CH2:13][N:12]([CH2:40][C:39]2[CH:42]=[CH:43][C:36]([N+:33]([O-:35])=[O:34])=[CH:37][CH:38]=2)[CH2:11][C@H:10]1[CH2:15][C:16]1[CH:21]=[CH:20][C:19]([Cl:22])=[C:18]([Cl:23])[CH:17]=1)=[O:8], predict the reactants needed to synthesize it. The reactants are: Cl.[F:2][C:3]([F:32])([F:31])[C:4]1[CH:5]=[C:6]([CH:24]=[C:25]([C:27]([F:30])([F:29])[F:28])[CH:26]=1)[C:7]([N:9]1[CH2:14][CH2:13][NH:12][CH2:11][C@H:10]1[CH2:15][C:16]1[CH:21]=[CH:20][C:19]([Cl:22])=[C:18]([Cl:23])[CH:17]=1)=[O:8].[N+:33]([C:36]1[CH:43]=[CH:42][C:39]([CH2:40]Cl)=[CH:38][CH:37]=1)([O-:35])=[O:34].C(N(CC)CC)C. (6) Given the product [CH:1]1([C:6]2[N:17]=[CH:16][N:9]3[CH2:14][CH2:13][NH:12][CH2:11][C:10]=23)[CH2:2][CH2:3][CH2:4][CH2:5]1, predict the reactants needed to synthesize it. The reactants are: [CH:1]1([C:6]2C=N[N:9]3[CH2:14][CH2:13][NH:12][CH2:11][C:10]=23)[CH2:5][CH2:4][CH2:3][CH2:2]1.I[C:16]1[N:17]=CN2CCN(C(OC(C)(C)C)=O)CC=12.IC1C=NN2CCN(C(OC(C)(C)C)=O)CC=12.